Dataset: Catalyst prediction with 721,799 reactions and 888 catalyst types from USPTO. Task: Predict which catalyst facilitates the given reaction. (1) Reactant: [C:1]([C:3]1[S:4][C:5]2[CH:11]=[C:10]([O-:12])[CH:9]=[CH:8][C:6]=2[N:7]=1)#[N:2].C([N+](CCCC)(CCCC)CCCC)CCC.I[CH2:31]/[CH:32]=[CH:33]/[B:34]1[O:38][C:37]([CH3:40])([CH3:39])[C:36]([CH3:42])([CH3:41])[O:35]1. Product: [CH3:39][C:37]1([CH3:40])[C:36]([CH3:41])([CH3:42])[O:35][B:34](/[CH:33]=[CH:32]/[CH2:31][O:12][C:10]2[CH:9]=[CH:8][C:6]3[N:7]=[C:3]([C:1]#[N:2])[S:4][C:5]=3[CH:11]=2)[O:38]1. The catalyst class is: 4. (2) Reactant: [CH3:1][N:2]1[C:7]2[S:8][CH:9]=[C:10]([CH2:11][C:12]([O:14]C)=[O:13])[C:6]=2[C:5](=[O:16])[N:4]([CH3:17])[C:3]1=[O:18].OS(O)(=O)=O. Product: [CH3:1][N:2]1[C:7]2[S:8][CH:9]=[C:10]([CH2:11][C:12]([OH:14])=[O:13])[C:6]=2[C:5](=[O:16])[N:4]([CH3:17])[C:3]1=[O:18]. The catalyst class is: 38. (3) Reactant: Cl.C(OC([NH:9][C:10]1[CH:15]=[CH:14][C:13]([C:16]2([C:19]([O:21]C(C)(C)C)=[O:20])[CH2:18][CH2:17]2)=[CH:12][CH:11]=1)=O)(C)(C)C. Product: [NH2:9][C:10]1[CH:11]=[CH:12][C:13]([C:16]2([C:19]([OH:21])=[O:20])[CH2:18][CH2:17]2)=[CH:14][CH:15]=1. The catalyst class is: 12.